This data is from Full USPTO retrosynthesis dataset with 1.9M reactions from patents (1976-2016). The task is: Predict the reactants needed to synthesize the given product. (1) Given the product [CH2:1]([O:3][C:4](=[O:42])[CH2:5][CH2:6][CH2:7][O:8][C:9]1[CH:14]=[CH:13][CH:12]=[C:11]([CH2:15][CH2:16][CH2:17][CH2:18][CH2:19][CH2:20][O:21][C:22]2[CH:27]=[C:26]([S:28]([CH:31]([CH3:33])[CH3:32])(=[O:30])=[O:29])[CH:25]=[C:24]([C:9]3[CH:14]=[CH:13][C:12]4[O:44][CH2:43][O:46][C:11]=4[CH:10]=3)[CH:23]=2)[C:10]=1[CH2:35][CH2:36][C:37]([O:39][CH2:40][CH3:41])=[O:38])[CH3:2], predict the reactants needed to synthesize it. The reactants are: [CH2:1]([O:3][C:4](=[O:42])[CH2:5][CH2:6][CH2:7][O:8][C:9]1[CH:14]=[CH:13][CH:12]=[C:11]([CH2:15][CH2:16][CH2:17][CH2:18][CH2:19][CH2:20][O:21][C:22]2[CH:27]=[C:26]([S:28]([CH:31]([CH3:33])[CH3:32])(=[O:30])=[O:29])[CH:25]=[C:24](Br)[CH:23]=2)[C:10]=1[CH2:35][CH2:36][C:37]([O:39][CH2:40][CH3:41])=[O:38])[CH3:2].[C:43](=[O:46])([O-])[O-:44].[Cs+].[Cs+]. (2) Given the product [F:13][CH:12]([F:14])[CH2:11][CH2:10][O:9][C:4]1[CH:3]=[C:2]([C:20]#[C:19][Si:16]([CH3:18])([CH3:17])[CH3:15])[CH:7]=[CH:6][C:5]=1[F:8], predict the reactants needed to synthesize it. The reactants are: Br[C:2]1[CH:7]=[CH:6][C:5]([F:8])=[C:4]([O:9][CH2:10][CH2:11][CH:12]([F:14])[F:13])[CH:3]=1.[CH3:15][Si:16]([C:19]#[CH:20])([CH3:18])[CH3:17].